This data is from Full USPTO retrosynthesis dataset with 1.9M reactions from patents (1976-2016). The task is: Predict the reactants needed to synthesize the given product. (1) Given the product [Cl:1][C:2]1[CH:38]=[CH:37][C:5]([O:6][CH2:7][C:8]([N:10]2[CH2:11][CH2:12][N:13]([C:16]3[C:17]4[CH:29]=[C:28]([C:30]5[CH:35]=[CH:34][C:33]([F:36])=[CH:32][CH:31]=5)[S:27][C:18]=4[N:19]=[C:20]([C:22]([NH:43][CH2:42][CH2:41][O:40][CH3:39])=[O:23])[N:21]=3)[CH2:14][CH2:15]2)=[O:9])=[CH:4][CH:3]=1, predict the reactants needed to synthesize it. The reactants are: [Cl:1][C:2]1[CH:38]=[CH:37][C:5]([O:6][CH2:7][C:8]([N:10]2[CH2:15][CH2:14][N:13]([C:16]3[C:17]4[CH:29]=[C:28]([C:30]5[CH:35]=[CH:34][C:33]([F:36])=[CH:32][CH:31]=5)[S:27][C:18]=4[N:19]=[C:20]([C:22](OCC)=[O:23])[N:21]=3)[CH2:12][CH2:11]2)=[O:9])=[CH:4][CH:3]=1.[CH3:39][O:40][CH2:41][CH2:42][NH2:43]. (2) Given the product [Cl:39]/[CH:40]=[CH:41]/[C:42]([NH:1][C:2]1[CH:7]=[CH:6][CH:5]=[CH:4][C:3]=1[NH:8][C:9]1[CH:10]=[C:11]([N:15]([CH3:31])[C:16]([NH:18][C:19]2[C:20]([Cl:30])=[C:21]([O:28][CH3:29])[CH:22]=[C:23]([O:26][CH3:27])[C:24]=2[Cl:25])=[O:17])[N:12]=[CH:13][N:14]=1)=[O:43], predict the reactants needed to synthesize it. The reactants are: [NH2:1][C:2]1[CH:7]=[CH:6][CH:5]=[CH:4][C:3]=1[NH:8][C:9]1[N:14]=[CH:13][N:12]=[C:11]([N:15]([CH3:31])[C:16]([NH:18][C:19]2[C:24]([Cl:25])=[C:23]([O:26][CH3:27])[CH:22]=[C:21]([O:28][CH3:29])[C:20]=2[Cl:30])=[O:17])[CH:10]=1.C(N(CC)CC)C.[Cl:39]/[CH:40]=[CH:41]/[C:42](O)=[O:43].C(Cl)Cl.C(P1(=O)OP(=O)(CCC)OP(=O)(CCC)O1)CC. (3) Given the product [CH2:19]([O:21][C:22](=[O:27])[C:23]([C:13]1[CH:14]=[CH:15][CH:16]=[C:17]2[C:12]=1[CH2:11][CH2:10][C@@H:9]2[O:8][Si:5]([C:1]([CH3:4])([CH3:3])[CH3:2])([CH3:7])[CH3:6])([F:25])[F:24])[CH3:20], predict the reactants needed to synthesize it. The reactants are: [C:1]([Si:5]([O:8][C@@H:9]1[C:17]2[C:12](=[C:13](I)[CH:14]=[CH:15][CH:16]=2)[CH2:11][CH2:10]1)([CH3:7])[CH3:6])([CH3:4])([CH3:3])[CH3:2].[CH2:19]([O:21][C:22](=[O:27])[C:23](Br)([F:25])[F:24])[CH3:20].CS(C)=O.[NH4+].[Cl-]. (4) Given the product [OH:28][CH2:27][CH:26]([NH:25][CH2:12][C:9]1[C:10](=[O:11])[N:5]([CH2:1][CH:2]([CH3:4])[CH3:3])[N:6]=[C:7]([C:18]2[CH:23]=[CH:22][C:21]([CH3:24])=[CH:20][CH:19]=2)[CH:8]=1)[CH2:29][OH:30], predict the reactants needed to synthesize it. The reactants are: [CH2:1]([N:5]1[C:10](=[O:11])[C:9]([CH2:12]OS(C)(=O)=O)=[CH:8][C:7]([C:18]2[CH:23]=[CH:22][C:21]([CH3:24])=[CH:20][CH:19]=2)=[N:6]1)[CH:2]([CH3:4])[CH3:3].[NH2:25][CH:26]([CH2:29][OH:30])[CH2:27][OH:28].